This data is from Forward reaction prediction with 1.9M reactions from USPTO patents (1976-2016). The task is: Predict the product of the given reaction. The product is: [OH:36][C:32]([C:30]1[N:29]=[N:28][N:27]([CH2:26][O:25][CH2:24][CH2:23][Si:22]([CH3:38])([CH3:21])[CH3:37])[CH:31]=1)([CH3:33])[C:34]#[C:35][C:2]1[CH:3]=[C:4]([N:8]2[C:16]3[C:11](=[CH:12][CH:13]=[CH:14][CH:15]=3)[C:10]([C:17]([O:19][CH3:20])=[O:18])=[N:9]2)[CH:5]=[CH:6][CH:7]=1. Given the reactants I[C:2]1[CH:3]=[C:4]([N:8]2[C:16]3[C:11](=[CH:12][CH:13]=[CH:14][CH:15]=3)[C:10]([C:17]([O:19][CH3:20])=[O:18])=[N:9]2)[CH:5]=[CH:6][CH:7]=1.[CH3:21][Si:22]([CH3:38])([CH3:37])[CH2:23][CH2:24][O:25][CH2:26][N:27]1[CH:31]=[C:30]([C:32]([OH:36])([C:34]#[CH:35])[CH3:33])[N:29]=[N:28]1, predict the reaction product.